Task: Predict the reactants needed to synthesize the given product.. Dataset: Full USPTO retrosynthesis dataset with 1.9M reactions from patents (1976-2016) Given the product [CH2:13]([O:12][C:10]([CH:9]=[CH:17][C:19]1[S:20][CH:21]=[CH:22][C:23]=1[C:24]1[C:25](=[O:42])[N:26]([C:36]2[CH:41]=[CH:40][CH:39]=[CH:38][CH:37]=2)[CH:27]=[C:28]([C:30]2[CH:35]=[CH:34][CH:33]=[CH:32][N:31]=2)[CH:29]=1)=[O:11])[CH3:14], predict the reactants needed to synthesize it. The reactants are: C(OP([CH2:9][C:10]([O:12][CH2:13][CH3:14])=[O:11])(OCC)=O)C.[H-].[Na+].[CH:17]([C:19]1[S:20][CH:21]=[CH:22][C:23]=1[C:24]1[C:25](=[O:42])[N:26]([C:36]2[CH:41]=[CH:40][CH:39]=[CH:38][CH:37]=2)[CH:27]=[C:28]([C:30]2[CH:35]=[CH:34][CH:33]=[CH:32][N:31]=2)[CH:29]=1)=O.O.